This data is from Reaction yield outcomes from USPTO patents with 853,638 reactions. The task is: Predict the reaction yield, written as a fraction of the theoretical maximum amount of product (1.0 means a 100% yield; for example, 0.34 means a 34% yield). (1) The reactants are [NH2:1][C:2]1[S:3][C:4]([C:12]2[CH:17]=[CH:16][N:15]([CH2:18][CH3:19])[C:14](=[O:20])[CH:13]=2)=[C:5]([C:7]2[O:8][CH:9]=[CH:10][CH:11]=2)[N:6]=1.[C:21](O)(=[O:28])[C:22]1[CH:27]=[CH:26][N:25]=[CH:24][CH:23]=1.C1CN([P+](ON2N=NC3C=CC=CC2=3)(N2CCCC2)N2CCCC2)CC1.F[P-](F)(F)(F)(F)F.C(N(CC)CC)C. The catalyst is CN(C=O)C.O. The product is [CH2:18]([N:15]1[CH:16]=[CH:17][C:12]([C:4]2[S:3][C:2]([NH:1][C:21]([C:22]3[CH:27]=[CH:26][N:25]=[CH:24][CH:23]=3)=[O:28])=[N:6][C:5]=2[C:7]2[O:8][CH:9]=[CH:10][CH:11]=2)=[CH:13][C:14]1=[O:20])[CH3:19]. The yield is 0.370. (2) The reactants are [C:1]([O:5][C:6]([NH:8][CH:9]([CH2:14][C:15]1[CH:20]=[CH:19][C:18]([O:21][C:22]2[CH:27]=[CH:26][C:25]([NH2:28])=[CH:24][CH:23]=2)=[CH:17][CH:16]=1)[C:10]([O:12][CH3:13])=[O:11])=[O:7])([CH3:4])([CH3:3])[CH3:2].Cl[C:30]1[CH:35]=[CH:34][CH:33]=[CH:32][N:31]=1. No catalyst specified. The product is [C:1]([O:5][C:6]([NH:8][CH:9]([CH2:14][C:15]1[CH:20]=[CH:19][C:18]([O:21][C:22]2[CH:23]=[CH:24][C:25]([NH:28][C:30]3[CH:35]=[CH:34][CH:33]=[CH:32][N:31]=3)=[CH:26][CH:27]=2)=[CH:17][CH:16]=1)[C:10]([O:12][CH3:13])=[O:11])=[O:7])([CH3:4])([CH3:2])[CH3:3]. The yield is 0.615. (3) The reactants are [CH3:1][O:2][C:3]1[CH:4]=[C:5]([C@@:11]23[CH2:19][CH2:18][C@@H:17]([NH:20][C:21](=[O:27])OC(C)(C)C)[CH2:16][C@@H:15]2[NH:14][CH2:13][CH2:12]3)[CH:6]=[CH:7][C:8]=1[O:9][CH3:10].C(O[BH-](O[C:38](=O)[CH3:39])OC(=O)C)(=O)C.[Na+].[BH4-].[F:43][C:44]1[CH:45]=[C:46]([N:51]=C=O)[CH:47]=[CH:48][C:49]=1[F:50].[Cl:54][CH2:55]Cl. The catalyst is CC(C)=O. The product is [ClH:54].[F:43][C:44]1[CH:45]=[C:46]([NH:51][C:21]([NH:20][C@H:17]2[CH2:16][C@H:15]3[C@:11]([C:5]4[CH:6]=[CH:7][C:8]([O:9][CH3:10])=[C:3]([O:2][CH3:1])[CH:4]=4)([CH2:12][CH2:13][N:14]3[CH:38]([CH3:39])[CH3:55])[CH2:19][CH2:18]2)=[O:27])[CH:47]=[CH:48][C:49]=1[F:50]. The yield is 0.380.